Dataset: Forward reaction prediction with 1.9M reactions from USPTO patents (1976-2016). Task: Predict the product of the given reaction. (1) Given the reactants [CH3:1][O:2][C:3]1[CH:4]=[C:5]2[C:10](=[CH:11][C:12]=1[O:13][CH3:14])[CH:9]([CH2:15][C:16]1[C:25]3[C:20](=[CH:21][CH:22]=[CH:23][CH:24]=3)[CH:19]=[CH:18][CH:17]=1)[NH:8][CH2:7][CH2:6]2.C(N[C@H](C1C=CC=CC=1)C(O)=O)(=O)C.CC(C)=O, predict the reaction product. The product is: [CH3:1][O:2][C:3]1[CH:4]=[C:5]2[C:10](=[CH:11][C:12]=1[O:13][CH3:14])[C@H:9]([CH2:15][C:16]1[C:25]3[C:20](=[CH:21][CH:22]=[CH:23][CH:24]=3)[CH:19]=[CH:18][CH:17]=1)[NH:8][CH2:7][CH2:6]2. (2) Given the reactants [Li+].CC([N-]C(C)C)C.[CH:9]([N:12]1[CH:16]=[CH:15][CH:14]=[N:13]1)([CH3:11])[CH3:10].[CH2:17]([Sn:21](Cl)([CH2:26][CH2:27][CH2:28][CH3:29])[CH2:22][CH2:23][CH2:24][CH3:25])[CH2:18][CH2:19][CH3:20], predict the reaction product. The product is: [CH:9]([N:12]1[C:16]([Sn:21]([CH2:22][CH2:23][CH2:24][CH3:25])([CH2:26][CH2:27][CH2:28][CH3:29])[CH2:17][CH2:18][CH2:19][CH3:20])=[CH:15][CH:14]=[N:13]1)([CH3:11])[CH3:10]. (3) Given the reactants [O:1]1[C:5]2[CH:6]=[CH:7][CH:8]=[CH:9][C:4]=2[C:3]([NH2:10])=[N:2]1.N[C:12]1[CH:21]=[N:20][CH:19]=[CH:18][C:13]=1[C:14]([O:16]C)=[O:15], predict the reaction product. The product is: [O:1]1[C:5]2[CH:6]=[CH:7][CH:8]=[CH:9][C:4]=2[C:3]([NH:10][C:18]2[CH:19]=[N:20][CH:21]=[CH:12][C:13]=2[C:14]([OH:16])=[O:15])=[N:2]1.